Dataset: Reaction yield outcomes from USPTO patents with 853,638 reactions. Task: Predict the reaction yield, written as a fraction of the theoretical maximum amount of product (1.0 means a 100% yield; for example, 0.34 means a 34% yield). (1) The reactants are I[C:2]1[C:7]([O:8][C:9]2[C:18]3[C:13](=[CH:14][C:15]([O:21][CH3:22])=[C:16]([O:19][CH3:20])[CH:17]=3)[N:12]=[CH:11][CH:10]=2)=[CH:6][CH:5]=[C:4]([CH3:23])[N:3]=1.[S:24]1[CH:28]=[CH:27][C:26](B(O)O)=[CH:25]1.C(=O)([O-])O.[Na+]. The catalyst is C1(C)C=CC=CC=1. The product is [CH3:20][O:19][C:16]1[CH:17]=[C:18]2[C:13](=[CH:14][C:15]=1[O:21][CH3:22])[N:12]=[CH:11][CH:10]=[C:9]2[O:8][C:7]1[C:2]([C:26]2[CH:27]=[CH:28][S:24][CH:25]=2)=[N:3][C:4]([CH3:23])=[CH:5][CH:6]=1. The yield is 0.770. (2) The reactants are Br[C:2]1[CH:7]=[CH:6][N:5]=[C:4]([C:8]([F:11])([F:10])[F:9])[CH:3]=1.C([Li])(C)(C)C.[Br:17][C:18]1[CH:19]=[C:20](/[C:26](/[C:34]2[CH:39]=[CH:38][CH:37]=[C:36]([F:40])[C:35]=2[C:41]#[N:42])=[N:27]\S(C(C)(C)C)=O)[CH:21]=[CH:22][C:23]=1[O:24][CH3:25].Cl.CO. The catalyst is C1COCC1. The product is [Br:17][C:18]1[CH:19]=[C:20]([C:26]2([C:2]3[CH:7]=[CH:6][N:5]=[C:4]([C:8]([F:11])([F:10])[F:9])[CH:3]=3)[C:34]3[C:35](=[C:36]([F:40])[CH:37]=[CH:38][CH:39]=3)[C:41]([NH2:42])=[N:27]2)[CH:21]=[CH:22][C:23]=1[O:24][CH3:25]. The yield is 0.890. (3) The reactants are C[O:2][C:3](=[O:19])[C:4]1[CH:9]=[C:8]([O:10][CH2:11][C:12]2[CH:17]=[CH:16][CH:15]=[CH:14][CH:13]=2)[CH:7]=[C:6]([OH:18])[CH:5]=1.[OH-].[Na+].Cl. The catalyst is CO. The product is [OH:18][C:6]1[CH:5]=[C:4]([CH:9]=[C:8]([O:10][CH2:11][C:12]2[CH:17]=[CH:16][CH:15]=[CH:14][CH:13]=2)[CH:7]=1)[C:3]([OH:19])=[O:2]. The yield is 0.940. (4) The reactants are [F:1][C:2]1[CH:3]=[CH:4][C:5]([C:8]2[CH:13]=[CH:12][CH:11]=[CH:10][CH:9]=2)=[N:6][CH:7]=1.C([Li])CCC.[C:19](=[O:21])=[O:20].CO. The catalyst is O1CCCC1. The product is [F:1][C:2]1[C:3]([C:19]([OH:21])=[O:20])=[CH:4][C:5]([C:8]2[CH:13]=[CH:12][CH:11]=[CH:10][CH:9]=2)=[N:6][CH:7]=1. The yield is 0.580. (5) The reactants are [Br:1][C:2]1[C:3]([C:14]2[CH:19]=[CH:18][N:17]=[C:16]([NH:20][CH3:21])[N:15]=2)=[C:4]([C:7]2[CH:12]=[CH:11][C:10]([F:13])=[CH:9][CH:8]=2)[NH:5][CH:6]=1.O([Si:30]([CH:37]([CH3:39])[CH3:38])([CH:34]([CH3:36])[CH3:35])[CH:31]([CH3:33])[CH3:32])S(C(F)(F)F)(=O)=O. No catalyst specified. The product is [Br:1][C:2]1[C:3]([C:14]2[CH:19]=[CH:18][N:17]=[C:16]([NH:20][CH3:21])[N:15]=2)=[C:4]([C:7]2[CH:8]=[CH:9][C:10]([F:13])=[CH:11][CH:12]=2)[N:5]([Si:30]([CH:37]([CH3:39])[CH3:38])([CH:34]([CH3:36])[CH3:35])[CH:31]([CH3:33])[CH3:32])[CH:6]=1. The yield is 0.670.